Dataset: Reaction yield outcomes from USPTO patents with 853,638 reactions. Task: Predict the reaction yield, written as a fraction of the theoretical maximum amount of product (1.0 means a 100% yield; for example, 0.34 means a 34% yield). (1) The reactants are [Br:1][C:2]1[CH:3]=[N:4][CH:5]=[C:6](Br)[CH:7]=1.C([O-])([O-])=O.[K+].[K+].[CH3:15][N:16](Cl)[CH3:17]. The catalyst is CN(C=O)C. The product is [Br:1][C:2]1[CH:7]=[C:6]([N:16]([CH3:17])[CH3:15])[CH:5]=[N:4][CH:3]=1. The yield is 0.880. (2) The reactants are Cl.Cl[C:3]1[CH:4]=[CH:5][C:6]([O:14][CH3:15])=[C:7]2[C:12]=1[N:11]=[C:10]([CH3:13])[CH:9]=[CH:8]2.[OH-].[Na+]. The catalyst is [Pd].CO. The product is [CH3:15][O:14][C:6]1[CH:5]=[CH:4][CH:3]=[C:12]2[C:7]=1[CH:8]=[CH:9][C:10]([CH3:13])=[N:11]2. The yield is 0.630. (3) The reactants are [N+:1]([C:4]1[CH:5]=[CH:6][CH:7]=[C:8]2[C:13]=1[N:12]=[CH:11][C:10]([S:14]([C:17]1[CH:22]=[CH:21][CH:20]=[CH:19][CH:18]=1)(=[O:16])=[O:15])=[CH:9]2)([O-])=O.O.C(=O)([O-])[O-].[K+].[K+].C(N(CC(O)=O)CC(O)=O)CN(CC(O)=O)CC(O)=O. The catalyst is O1CCCC1.Cl.[Cl-].[Ti+3].[Cl-].[Cl-]. The product is [NH2:1][C:4]1[CH:5]=[CH:6][CH:7]=[C:8]2[C:13]=1[N:12]=[CH:11][C:10]([S:14]([C:17]1[CH:18]=[CH:19][CH:20]=[CH:21][CH:22]=1)(=[O:16])=[O:15])=[CH:9]2. The yield is 0.720. (4) The reactants are CS[C:3]([N:7]1[CH2:11][C:10]([CH3:13])([CH3:12])[CH:9]=[N:8]1)=[N:4][CH2:5][CH3:6].[Cl:14][C:15]1[CH:16]=[C:17]([S:23]([NH2:26])(=[O:25])=[O:24])[CH:18]=[CH:19][C:20]=1[O:21][CH3:22]. The catalyst is C(#N)C. The product is [Cl:14][C:15]1[CH:16]=[C:17]([S:23]([N:26]=[C:3]([N:7]2[CH2:11][C:10]([CH3:12])([CH3:13])[CH:9]=[N:8]2)[NH:4][CH2:5][CH3:6])(=[O:24])=[O:25])[CH:18]=[CH:19][C:20]=1[O:21][CH3:22]. The yield is 0.970.